This data is from Peptide-MHC class I binding affinity with 185,985 pairs from IEDB/IMGT. The task is: Regression. Given a peptide amino acid sequence and an MHC pseudo amino acid sequence, predict their binding affinity value. This is MHC class I binding data. (1) The binding affinity (normalized) is 1.00. The MHC is Mamu-A02 with pseudo-sequence Mamu-A02. The peptide sequence is VSLGAISFWM. (2) The binding affinity (normalized) is 0.0847. The peptide sequence is AVYSSSMVK. The MHC is HLA-B35:01 with pseudo-sequence HLA-B35:01.